Task: Predict which catalyst facilitates the given reaction.. Dataset: Catalyst prediction with 721,799 reactions and 888 catalyst types from USPTO (1) Reactant: F[C:2]1[CH:7]=[CH:6][C:5]([C:8]2[O:9][C:10]3[CH:16]=[CH:15][CH:14]=[CH:13][C:11]=3[N:12]=2)=[CH:4][C:3]=1[N+:17]([O-:19])=[O:18].C(N(CC)CC)C.N[CH:28]1[CH2:33][CH2:32][CH2:31][CH2:30][O:29]1. Product: [O:9]1[C:10]2[CH:16]=[CH:15][CH:14]=[CH:13][C:11]=2[N:12]=[C:8]1[C:5]1[CH:6]=[CH:7][C:2]([CH:32]2[CH2:31][CH2:30][O:29][CH2:28][CH2:33]2)=[C:3]([N+:17]([O-:19])=[O:18])[CH:4]=1. The catalyst class is: 8. (2) Reactant: [NH2:1][C:2]1[C:10]([O:11][CH3:12])=[CH:9][CH:8]=[CH:7][C:3]=1[C:4](O)=[O:5].CC[N:15]=C=NCCCN(C)C.C1C=CC2N(O)N=NC=2C=1.CN1CCOCC1.[NH4+].[OH-]. Product: [NH2:1][C:2]1[C:10]([O:11][CH3:12])=[CH:9][CH:8]=[CH:7][C:3]=1[C:4]([NH2:15])=[O:5]. The catalyst class is: 20.